This data is from Forward reaction prediction with 1.9M reactions from USPTO patents (1976-2016). The task is: Predict the product of the given reaction. (1) Given the reactants [Cl:1][C:2]1[CH:10]=[C:9]2[C:5]([C:6]([C:11](=[O:16])C(F)(F)F)=[CH:7][NH:8]2)=[CH:4][CH:3]=1.C(=O)([O-])[O-].[K+].[K+].Br[CH2:24][CH:25]1[CH2:28][CH2:27][CH2:26]1.[OH-:29].[Na+], predict the reaction product. The product is: [Cl:1][C:2]1[CH:10]=[C:9]2[C:5]([C:6]([C:11]([OH:16])=[O:29])=[CH:7][N:8]2[CH2:24][CH:25]2[CH2:28][CH2:27][CH2:26]2)=[CH:4][CH:3]=1. (2) Given the reactants [N:1]1[CH:6]=[CH:5][C:4]([CH2:7][NH:8][C:9]2[CH:28]=[CH:27][CH:26]=[CH:25][C:10]=2[C:11]([NH:13][O:14][CH2:15][C:16]2[CH:17]=[C:18]([CH:22]=[CH:23][CH:24]=2)[C:19](O)=[O:20])=[O:12])=[CH:3][CH:2]=1.[CH3:29][N:30]1[CH2:35][CH2:34][NH:33][CH2:32][CH2:31]1, predict the reaction product. The product is: [CH3:29][N:30]1[CH2:35][CH2:34][N:33]([C:19]([C:18]2[CH:17]=[C:16]([CH:24]=[CH:23][CH:22]=2)[CH2:15][O:14][NH:13][C:11](=[O:12])[C:10]2[CH:25]=[CH:26][CH:27]=[CH:28][C:9]=2[NH:8][CH2:7][C:4]2[CH:3]=[CH:2][N:1]=[CH:6][CH:5]=2)=[O:20])[CH2:32][CH2:31]1. (3) Given the reactants [CH3:1][N:2]([CH3:32])[C:3]([N:5]1[CH2:9][CH:8]2[CH2:10][C:11]([CH2:25][C:26]3[CH:31]=[CH:30][CH:29]=[CH:28][CH:27]=3)([NH:13][CH2:14][C:15]([N:17]3[CH2:21][C@@H:20]([F:22])[CH2:19][C@H:18]3[C:23]#[N:24])=[O:16])[CH2:12][CH:7]2[CH2:6]1)=[O:4].[C:33]([OH:42])(=[O:41])[CH:34]([CH:36]([C:38]([OH:40])=[O:39])[OH:37])[OH:35], predict the reaction product. The product is: [C:38]([CH:36]([CH:34]([C:33]([OH:42])=[O:41])[OH:35])[OH:37])([OH:40])=[O:39].[CH3:32][N:2]([CH3:1])[C:3]([N:5]1[CH2:6][CH:7]2[CH2:12][C:11]([CH2:25][C:26]3[CH:27]=[CH:28][CH:29]=[CH:30][CH:31]=3)([NH:13][CH2:14][C:15]([N:17]3[CH2:21][C@@H:20]([F:22])[CH2:19][C@H:18]3[C:23]#[N:24])=[O:16])[CH2:10][CH:8]2[CH2:9]1)=[O:4]. (4) Given the reactants [CH3:1][C:2]1[CH:7]=[CH:6][C:5]([S:8]([O:11][CH2:12][CH:13]2[CH2:17][C:16]3[CH:18]=[CH:19][CH:20]=[C:21](Br)[C:15]=3[O:14]2)(=[O:10])=[O:9])=[CH:4][CH:3]=1.[S:23]1[CH:27]=[CH:26][C:25](B(O)O)=[CH:24]1.C(=O)([O-])[O-].[K+].[K+].CC1C=CC(S(OCC2CC3C(C4C=CC=CC=4)=CC=CC=3O2)(=O)=O)=CC=1, predict the reaction product. The product is: [CH3:1][C:2]1[CH:7]=[CH:6][C:5]([S:8]([O:11][CH2:12][CH:13]2[CH2:17][C:16]3[CH:18]=[CH:19][CH:20]=[C:21]([C:25]4[CH:26]=[CH:27][S:23][CH:24]=4)[C:15]=3[O:14]2)(=[O:10])=[O:9])=[CH:4][CH:3]=1.